This data is from Catalyst prediction with 721,799 reactions and 888 catalyst types from USPTO. The task is: Predict which catalyst facilitates the given reaction. Reactant: [C:1]([O:5][C:6]([N:8]1[CH2:12][CH2:11][C@@:10]([F:16])([C:13]([OH:15])=[O:14])[CH2:9]1)=[O:7])([CH3:4])([CH3:3])[CH3:2].[OH-].[Li+:18].O1CCCC1. Product: [C:1]([O:5][C:6]([N:8]1[CH2:12][CH2:11][C@@:10]([F:16])([C:13]([O-:15])=[O:14])[CH2:9]1)=[O:7])([CH3:4])([CH3:2])[CH3:3].[Li+:18]. The catalyst class is: 24.